Dataset: Catalyst prediction with 721,799 reactions and 888 catalyst types from USPTO. Task: Predict which catalyst facilitates the given reaction. (1) Reactant: [Cl:1][C:2]1[CH:15]=[CH:14][C:5]([CH2:6][N:7]2[CH2:12][CH2:11][CH:10]([NH2:13])[CH2:9][CH2:8]2)=[CH:4][C:3]=1[O:16][CH2:17][CH3:18].[H-].[Na+].[NH2:21][C:22]1[C:27]([C:28]#[N:29])=[CH:26][N:25]=[C:24](Cl)[N:23]=1. Product: [NH2:21][C:22]1[C:27]([C:28]#[N:29])=[CH:26][N:25]=[C:24]([NH:13][CH:10]2[CH2:11][CH2:12][N:7]([CH2:6][C:5]3[CH:14]=[CH:15][C:2]([Cl:1])=[C:3]([O:16][CH2:17][CH3:18])[CH:4]=3)[CH2:8][CH2:9]2)[N:23]=1. The catalyst class is: 3. (2) Reactant: Cl[CH2:2][C:3]1[N:7]([CH3:8])[N:6]=[C:5]([C:9]2[CH:14]=[CH:13][C:12]([C:15]([F:18])([F:17])[F:16])=[CH:11][CH:10]=2)[CH:4]=1.[I-:19].[Na+]. Product: [I:19][CH2:2][C:3]1[N:7]([CH3:8])[N:6]=[C:5]([C:9]2[CH:14]=[CH:13][C:12]([C:15]([F:18])([F:17])[F:16])=[CH:11][CH:10]=2)[CH:4]=1. The catalyst class is: 21. (3) Reactant: [CH2:1]([O:3][C:4](=[O:9])[C:5]([NH:7][NH2:8])=O)[CH3:2].[C:10](=[S:12])=[S:11].[OH-].[K+].S(=O)(=O)(O)O. Product: [CH2:1]([O:3][C:4]([C:5]1[S:11][C:10]([SH:12])=[N:8][N:7]=1)=[O:9])[CH3:2]. The catalyst class is: 8.